Dataset: Catalyst prediction with 721,799 reactions and 888 catalyst types from USPTO. Task: Predict which catalyst facilitates the given reaction. (1) Reactant: [Cl:1][C:2]1[N:6]2[CH:7]=[C:8]([C:15]3[NH:16][CH:17]=[CH:18][N:19]=3)[CH:9]=[C:10]([C:11]([F:14])([F:13])[F:12])[C:5]2=[N:4][C:3]=1[C:20]([O:22]C)=[O:21].[OH-].[Na+].Cl. Product: [Cl:1][C:2]1[N:6]2[CH:7]=[C:8]([C:15]3[NH:19][CH:18]=[CH:17][N:16]=3)[CH:9]=[C:10]([C:11]([F:14])([F:12])[F:13])[C:5]2=[N:4][C:3]=1[C:20]([OH:22])=[O:21]. The catalyst class is: 20. (2) Reactant: [CH2:1]([C:8]1([OH:31])[CH2:13][CH2:12][N:11]([CH2:14][CH2:15][NH:16][C:17]([NH:19][C:20]2[C:29]3[C:24](=[CH:25][CH:26]=[CH:27][CH:28]=3)[N:23]=[C:22]([CH3:30])[CH:21]=2)=[O:18])[CH2:10][CH2:9]1)[C:2]1[CH:7]=[CH:6][CH:5]=[CH:4][CH:3]=1.[OH:32][S:33]([OH:36])(=[O:35])=[O:34]. Product: [CH2:1]([C:8]1([OH:31])[CH2:9][CH2:10][N:11]([CH2:14][CH2:15][NH:16][C:17]([NH:19][C:20]2[C:29]3[C:24](=[CH:25][CH:26]=[CH:27][CH:28]=3)[N:23]=[C:22]([CH3:30])[CH:21]=2)=[O:18])[CH2:12][CH2:13]1)[C:2]1[CH:7]=[CH:6][CH:5]=[CH:4][CH:3]=1.[S:33]([O-:36])([O-:35])(=[O:34])=[O:32]. The catalyst class is: 5. (3) Reactant: S(C1C=CC(C)=CC=1)(O)(=O)=O.[CH2:12]([O:19][C:20](=[O:26])[C@H:21]([CH:23]([CH3:25])[CH3:24])[NH2:22])[C:13]1[CH:18]=[CH:17][CH:16]=[CH:15][CH:14]=1.C(=O)([O-])[O-].[Na+].[Na+].[NH:33]1[C:37]([C:38]2[CH:43]=[CH:42][CH:41]=[CH:40][C:39]=2[C:44]2[CH:49]=[CH:48][C:47]([CH:50]=O)=[CH:46][CH:45]=2)=[N:36][N:35]=[N:34]1.C(N(C(C)C)C(C)C)C.[BH4-].[Na+].Cl. Product: [CH2:12]([O:19][C:20](=[O:26])[C@@H:21]([NH:22][CH2:50][C:47]1[CH:48]=[CH:49][C:44]([C:39]2[CH:40]=[CH:41][CH:42]=[CH:43][C:38]=2[C:37]2[NH:33][N:34]=[N:35][N:36]=2)=[CH:45][CH:46]=1)[CH:23]([CH3:24])[CH3:25])[C:13]1[CH:18]=[CH:17][CH:16]=[CH:15][CH:14]=1. The catalyst class is: 93. (4) The catalyst class is: 3. Reactant: [F:1][C:2]1[CH:13]=[CH:12][C:5]2[NH:6][C:7](=[O:11])[O:8][C:9](=[O:10])[C:4]=2[CH:3]=1.[H-].[Na+].Br.Br[CH2:18][C:19]1[CH:24]=[CH:23][CH:22]=[CH:21][N:20]=1. Product: [F:1][C:2]1[CH:13]=[CH:12][C:5]2[N:6]([CH2:18][C:19]3[CH:24]=[CH:23][CH:22]=[CH:21][N:20]=3)[C:7](=[O:11])[O:8][C:9](=[O:10])[C:4]=2[CH:3]=1. (5) Reactant: [Cl:1][C:2]1[CH:3]=[C:4]([NH:16][C:17]2[C:26]3[C:21](=[CH:22][C:23]([O:39][CH2:40][CH3:41])=[C:24]([NH:27][C:28](=[O:38])[CH2:29]P(OCC)(OCC)=O)[CH:25]=3)[N:20]=[CH:19][C:18]=2[C:42]#[N:43])[CH:5]=[CH:6][C:7]=1[O:8][CH2:9][C:10]1[CH:15]=[CH:14][CH:13]=[CH:12][N:11]=1.C[Si]([N-][Si](C)(C)C)(C)C.[Li+].C1(C)C=CC=CC=1.[CH3:61][N:62]1[CH2:66][CH2:65][CH2:64][C@@H:63]1[CH:67]=O. Product: [Cl:1][C:2]1[CH:3]=[C:4]([NH:16][C:17]2[C:26]3[C:21](=[CH:22][C:23]([O:39][CH2:40][CH3:41])=[C:24]([NH:27][C:28](=[O:38])/[CH:29]=[CH:67]/[C@H:63]4[CH2:64][CH2:65][CH2:66][N:62]4[CH3:61])[CH:25]=3)[N:20]=[CH:19][C:18]=2[C:42]#[N:43])[CH:5]=[CH:6][C:7]=1[O:8][CH2:9][C:10]1[CH:15]=[CH:14][CH:13]=[CH:12][N:11]=1. The catalyst class is: 7. (6) Reactant: [Br:1][C:2]1[CH:11]=[C:10]2[C:5]([CH:6]=[CH:7][C:8]([OH:12])=[CH:9]2)=[CH:4][CH:3]=1.[C:13](=O)([O-])[O-].[K+].[K+].IC. Product: [Br:1][C:2]1[CH:3]=[CH:4][C:5]2[C:10](=[CH:9][C:8]([O:12][CH3:13])=[CH:7][CH:6]=2)[CH:11]=1. The catalyst class is: 3.